This data is from Full USPTO retrosynthesis dataset with 1.9M reactions from patents (1976-2016). The task is: Predict the reactants needed to synthesize the given product. (1) Given the product [I:43][C:11]1[CH:10]=[C:9]([N:12]2[CH2:17][CH2:16][S:15][CH2:14][CH2:13]2)[N:8]=[CH:7][C:6]=1[NH:5][C:3](=[O:4])[C:2]([CH3:19])([CH3:18])[CH3:1], predict the reactants needed to synthesize it. The reactants are: [CH3:1][C:2]([CH3:19])([CH3:18])[C:3]([NH:5][C:6]1[CH:7]=[N:8][C:9]([N:12]2[CH2:17][CH2:16][S:15][CH2:14][CH2:13]2)=[CH:10][CH:11]=1)=[O:4].CN(C)CCN(C)C.CC1(C)CCCC(C)(C)N1.C([Li])CCC.[I:43]I.O.O.O.O.O.S([O-])([O-])(=O)=S.[Na+].[Na+]. (2) Given the product [Br:1][C:2]1[CH:9]=[CH:8][C:5]([CH:6]([OH:7])[C:12]([F:14])([F:13])[F:11])=[C:4]([F:10])[CH:3]=1, predict the reactants needed to synthesize it. The reactants are: [Br:1][C:2]1[CH:9]=[CH:8][C:5]([CH:6]=[O:7])=[C:4]([F:10])[CH:3]=1.[F:11][C:12]([Si](C)(C)C)([F:14])[F:13].CCCC[N+](CCCC)(CCCC)CCCC.[F-].Cl. (3) The reactants are: Cl[CH2:2][Si:3]([CH3:6])([CH3:5])[CH3:4].[CH2:7]([NH2:14])[C:8]1[CH:13]=[CH:12][CH:11]=[CH:10][CH:9]=1. Given the product [CH3:4][Si:3]([CH2:2][NH:14][CH2:7][C:8]1[CH:13]=[CH:12][CH:11]=[CH:10][CH:9]=1)([CH3:6])[CH3:5], predict the reactants needed to synthesize it.